Dataset: Reaction yield outcomes from USPTO patents with 853,638 reactions. Task: Predict the reaction yield, written as a fraction of the theoretical maximum amount of product (1.0 means a 100% yield; for example, 0.34 means a 34% yield). (1) The reactants are [F:1][C:2]1[C:3]([F:12])=[CH:4][C:5]2[S:9][C:8]([NH2:10])=[N:7][C:6]=2[CH:11]=1.[F:13][C:14]1[CH:22]=[CH:21][C:17]([C:18](Cl)=[O:19])=[CH:16][CH:15]=1.Br[CH:24]([CH2:29][CH3:30])[C:25]([O:27]C)=[O:26].COC1C=CC2N=C(N)SC=2C=1.ClC1C=C(C=CC=1)C(Cl)=O.BrCC(OCC)=O. No catalyst specified. The product is [F:1][C:2]1[C:3]([F:12])=[CH:4][C:5]2[S:9][C:8](=[N:10][C:18](=[O:19])[C:17]3[CH:21]=[CH:22][C:14]([F:13])=[CH:15][CH:16]=3)[N:7]([CH:24]([CH2:29][CH3:30])[C:25]([OH:27])=[O:26])[C:6]=2[CH:11]=1. The yield is 0.200. (2) The reactants are S(=O)(=O)(O)O.S([O-])([O-])(=O)=O.[Mg+2].[Cl:12][C:13]1[C:14]([C:20]([OH:22])=[O:21])=[N:15][C:16]([Cl:19])=[CH:17][CH:18]=1.[C:23](O)([CH3:26])([CH3:25])[CH3:24].C(=O)([O-])[O-].[Na+].[Na+]. The catalyst is ClCCl. The product is [Cl:12][C:13]1[C:14]([C:20]([O:22][C:23]([CH3:26])([CH3:25])[CH3:24])=[O:21])=[N:15][C:16]([Cl:19])=[CH:17][CH:18]=1. The yield is 0.660. (3) The reactants are [NH:1]1[CH2:6][CH2:5][CH2:4][C@H:3]([NH:7][C:8](=[O:14])[O:9][C:10]([CH3:13])([CH3:12])[CH3:11])[CH2:2]1.C(N(CC)CC)C.Cl[C:23]([O:25][CH2:26][C:27]1[CH:32]=[CH:31][CH:30]=[CH:29][CH:28]=1)=[O:24].O. The catalyst is C(Cl)Cl. The product is [CH3:12][C:10]([O:9][C:8]([NH:7][C@H:3]1[CH2:4][CH2:5][CH2:6][N:1]([C:23]([O:25][CH2:26][C:27]2[CH:32]=[CH:31][CH:30]=[CH:29][CH:28]=2)=[O:24])[CH2:2]1)=[O:14])([CH3:11])[CH3:13]. The yield is 0.950. (4) The reactants are Br[C:2]1[CH:7]=[CH:6][C:5]([CH2:8][C:9]([NH:11][NH:12][C:13]([O:15][C:16]([CH3:19])([CH3:18])[CH3:17])=[O:14])=[O:10])=[CH:4][CH:3]=1.C(N(CC)CC)C.[C:27]([Si:29]([CH3:32])([CH3:31])[CH3:30])#[CH:28].O. The product is [CH3:30][Si:29]([C:27]#[C:28][C:2]1[CH:7]=[CH:6][C:5]([CH2:8][C:9]([NH:11][NH:12][C:13]([O:15][C:16]([CH3:19])([CH3:18])[CH3:17])=[O:14])=[O:10])=[CH:4][CH:3]=1)([CH3:32])[CH3:31]. The catalyst is CN(C)C=O.[Cu]I.Cl[Pd](Cl)([P](C1C=CC=CC=1)(C1C=CC=CC=1)C1C=CC=CC=1)[P](C1C=CC=CC=1)(C1C=CC=CC=1)C1C=CC=CC=1. The yield is 0.680.